This data is from Forward reaction prediction with 1.9M reactions from USPTO patents (1976-2016). The task is: Predict the product of the given reaction. (1) Given the reactants B1([O-])OO1.[OH2:5].O.O.O.[Na+].[N:10]1([CH2:16][CH2:17][CH2:18][O:19][C:20]2[CH:25]=[CH:24][C:23]([C:26]3([C:32]#[N:33])[CH2:31][CH2:30][O:29][CH2:28][CH2:27]3)=[CH:22][CH:21]=2)[CH2:15][CH2:14][S:13][CH2:12][CH2:11]1, predict the reaction product. The product is: [O:5]=[S:13]1[CH2:14][CH2:15][N:10]([CH2:16][CH2:17][CH2:18][O:19][C:20]2[CH:21]=[CH:22][C:23]([C:26]3([C:32]#[N:33])[CH2:31][CH2:30][O:29][CH2:28][CH2:27]3)=[CH:24][CH:25]=2)[CH2:11][CH2:12]1. (2) Given the reactants [Cl-].O[NH3+:3].[C:4](=[O:7])([O-])[OH:5].[Na+].CS(C)=O.[CH:13]([O:16][C:17]1[CH:22]=[CH:21][C:20]([N:23]2[C:28](=[O:29])[C:27]([CH2:30][C:31]3[CH:36]=[CH:35][C:34]([C:37]4[C:38]([C:43]#[N:44])=[CH:39][CH:40]=[CH:41][CH:42]=4)=[CH:33][CH:32]=3)=[C:26]([CH2:45][CH2:46][CH3:47])[N:25]=[CH:24]2)=[CH:19][CH:18]=1)([CH3:15])[CH3:14], predict the reaction product. The product is: [CH:13]([O:16][C:17]1[CH:18]=[CH:19][C:20]([N:23]2[C:28](=[O:29])[C:27]([CH2:30][C:31]3[CH:36]=[CH:35][C:34]([C:37]4[CH:42]=[CH:41][CH:40]=[CH:39][C:38]=4[C:43]4[NH:3][C:4](=[O:7])[O:5][N:44]=4)=[CH:33][CH:32]=3)=[C:26]([CH2:45][CH2:46][CH3:47])[N:25]=[CH:24]2)=[CH:21][CH:22]=1)([CH3:15])[CH3:14]. (3) Given the reactants [C:1]1([CH2:7][N:8]2[CH2:13][CH2:12][CH:11]([NH:14]C(=O)OC(C)(C)C)[CH2:10][CH2:9]2)[CH2:6][CH2:5][CH2:4][CH2:3][CH:2]=1.Cl.[OH-].[Na+], predict the reaction product. The product is: [C:1]1([CH2:7][N:8]2[CH2:13][CH2:12][CH:11]([NH2:14])[CH2:10][CH2:9]2)[CH2:6][CH2:5][CH2:4][CH2:3][CH:2]=1. (4) Given the reactants [CH2:1]([O:8][C:9]1[CH:16]=[CH:15][C:12]([CH:13]=O)=[CH:11][C:10]=1[Br:17])[C:2]1[CH:7]=[CH:6][CH:5]=[CH:4][CH:3]=1.Cl.CN.[C:21]([BH3-])#[N:22].[Na+], predict the reaction product. The product is: [CH2:1]([O:8][C:9]1[CH:16]=[CH:15][C:12]([CH2:13][NH:22][CH3:21])=[CH:11][C:10]=1[Br:17])[C:2]1[CH:7]=[CH:6][CH:5]=[CH:4][CH:3]=1. (5) Given the reactants [Br:1][C:2]1[CH:3]=[C:4]([CH:9]=[C:10]([CH2:13][CH2:14][CH2:15][OH:16])[C:11]=1[CH3:12])[C:5]([O:7][CH3:8])=[O:6].N1C=CN=C1.Cl[Si:23]([CH:30]([CH3:32])[CH3:31])([CH:27]([CH3:29])[CH3:28])[CH:24]([CH3:26])[CH3:25], predict the reaction product. The product is: [Br:1][C:2]1[CH:3]=[C:4]([CH:9]=[C:10]([CH2:13][CH2:14][CH2:15][O:16][Si:23]([CH:30]([CH3:32])[CH3:31])([CH:27]([CH3:29])[CH3:28])[CH:24]([CH3:26])[CH3:25])[C:11]=1[CH3:12])[C:5]([O:7][CH3:8])=[O:6]. (6) Given the reactants [NH2:1][C:2]1[CH:3]=[C:4]([CH:7]=[C:8]([O:11][CH2:12][CH3:13])[C:9]=1[I:10])[CH:5]=[O:6].[C:14](Cl)(=[O:16])[CH3:15].C(N(C(C)C)CC)(C)C.CN(C=[O:31])C, predict the reaction product. The product is: [C:14]1(=[O:16])[N:1]([C:2]2[CH:3]=[C:4]([CH:7]=[C:8]([O:11][CH2:12][CH3:13])[C:9]=2[I:10])[CH:5]=[O:6])[C:15]1=[O:31]. (7) Given the reactants [CH:1]([Br:4])(Br)[Br:2].[N:5]1([C:10]([O:12][CH2:13][C:14]2[CH:19]=[CH:18][CH:17]=[CH:16][CH:15]=2)=[O:11])[CH2:9][CH:8]=[CH:7][CH2:6]1, predict the reaction product. The product is: [CH2:13]([O:12][C:10]([N:5]1[CH2:9][CH:8]2[CH:7]([C:1]2([Br:4])[Br:2])[CH2:6]1)=[O:11])[C:14]1[CH:15]=[CH:16][CH:17]=[CH:18][CH:19]=1.